From a dataset of Reaction yield outcomes from USPTO patents with 853,638 reactions. Predict the reaction yield, written as a fraction of the theoretical maximum amount of product (1.0 means a 100% yield; for example, 0.34 means a 34% yield). (1) The reactants are O1CCOCC1.[CH:7]1([NH:10][C:11](=[O:31])[C:12]2[CH:17]=[CH:16][C:15]([C:18]3[N:22]4[CH:23]=[CH:24][N:25]=[C:26](S(C)(=O)=O)[C:21]4=[N:20][CH:19]=3)=[CH:14][CH:13]=2)[CH2:9][CH2:8]1.[O:32]1[CH2:37][CH2:36][CH:35]([CH2:38][NH2:39])[CH2:34][CH2:33]1. The catalyst is O. The product is [CH:7]1([NH:10][C:11](=[O:31])[C:12]2[CH:17]=[CH:16][C:15]([C:18]3[N:22]4[CH:23]=[CH:24][N:25]=[C:26]([NH:39][CH2:38][CH:35]5[CH2:36][CH2:37][O:32][CH2:33][CH2:34]5)[C:21]4=[N:20][CH:19]=3)=[CH:14][CH:13]=2)[CH2:9][CH2:8]1. The yield is 0.360. (2) The reactants are [CH3:1][C:2]([CH3:9])([CH3:8])[C:3](=O)[CH2:4][C:5]#[N:6].Cl.[NH:11]([CH2:13][CH2:14][OH:15])[NH2:12]. The catalyst is C(O)C. The product is [NH2:6][C:5]1[N:11]([CH2:13][CH2:14][OH:15])[N:12]=[C:3]([C:2]([CH3:9])([CH3:8])[CH3:1])[CH:4]=1. The yield is 0.970. (3) The reactants are [C:1]([Si:5]([CH3:13])([CH3:12])[O:6][CH2:7][CH2:8][CH:9]1[CH2:11][O:10]1)([CH3:4])([CH3:3])[CH3:2].[N-:14]=[N+:15]=[N-:16].[Na+].[NH4+].[Cl-]. The catalyst is CO. The product is [N:14]([CH2:11][CH:9]([OH:10])[CH2:8][CH2:7][O:6][Si:5]([C:1]([CH3:4])([CH3:3])[CH3:2])([CH3:13])[CH3:12])=[N+:15]=[N-:16]. The yield is 0.810. (4) The reactants are N1(C2N=CN=C3C=2N=CN3[C@@H]2O[C@H](CO[Si](C(C)(C)C)(C)C)[C@@H](O[Si](C(C)(C)C)(C)C)C2)CCOCC1.N1(O[C:48]2[C:49]3[N:50]=[CH:51][N:52]([C:83]=3[N:84]=[CH:85][N:86]=2)[C@@H:53]2[O:82][C@H:72]([CH2:73][O:74][Si:75]([C:78]([CH3:81])([CH3:80])[CH3:79])([CH3:77])[CH3:76])[C@@H:63]([O:64][Si:65]([C:68]([CH3:71])([CH3:70])[CH3:69])([CH3:67])[CH3:66])[C@H:54]2[O:55][Si:56]([C:59]([CH3:62])([CH3:61])[CH3:60])([CH3:58])[CH3:57])C2C=CC=CC=2N=N1.[CH2:87]([NH2:94])[C:88]1[CH:93]=[CH:92][CH:91]=[CH:90][CH:89]=1.C([O-])([O-])=O.[Cs+].[Cs+]. The catalyst is COCCOC. The product is [Si:56]([O:55][C@@H:54]1[C@H:73]([O:74][Si:75]([C:78]([CH3:79])([CH3:80])[CH3:81])([CH3:77])[CH3:76])[C@@H:72]([CH2:63][O:64][Si:65]([C:68]([CH3:71])([CH3:70])[CH3:69])([CH3:66])[CH3:67])[O:82][C@H:53]1[N:52]1[C:83]2[N:84]=[CH:85][N:86]=[C:48]([NH:94][CH2:87][C:88]3[CH:93]=[CH:92][CH:91]=[CH:90][CH:89]=3)[C:49]=2[N:50]=[CH:51]1)([C:59]([CH3:62])([CH3:60])[CH3:61])([CH3:57])[CH3:58]. The yield is 0.870. (5) The reactants are Br[C:2]1[CH:7]=[CH:6][C:5]([Br:8])=[CH:4][CH:3]=1.C(=O)([O-])[O-].[K+].[K+].[Cl:15][C:16]1[CH:17]=[CH:18][C:19]([CH:25]=[O:26])=[C:20](B(O)O)[CH:21]=1. The catalyst is COCCOC.O.C1C=CC([P]([Pd]([P](C2C=CC=CC=2)(C2C=CC=CC=2)C2C=CC=CC=2)([P](C2C=CC=CC=2)(C2C=CC=CC=2)C2C=CC=CC=2)[P](C2C=CC=CC=2)(C2C=CC=CC=2)C2C=CC=CC=2)(C2C=CC=CC=2)C2C=CC=CC=2)=CC=1. The product is [Br:8][C:5]1[CH:6]=[CH:7][C:2]([C:18]2[C:19]([CH:25]=[O:26])=[CH:20][CH:21]=[C:16]([Cl:15])[CH:17]=2)=[CH:3][CH:4]=1. The yield is 0.520.